From a dataset of Reaction yield outcomes from USPTO patents with 853,638 reactions. Predict the reaction yield, written as a fraction of the theoretical maximum amount of product (1.0 means a 100% yield; for example, 0.34 means a 34% yield). (1) The reactants are [N+:1]([C:4]1[CH:10]=[C:9]([N+:11]([O-:13])=[O:12])[CH:8]=[C:7](Br)[C:5]=1[NH2:6])([O-:3])=[O:2].[CH2:15]([Sn](CC)(CC)CC)[CH3:16]. The catalyst is CN(C=O)C. The product is [N+:1]([C:4]1[CH:10]=[C:9]([N+:11]([O-:13])=[O:12])[CH:8]=[C:7]([CH2:15][CH3:16])[C:5]=1[NH2:6])([O-:3])=[O:2]. The yield is 0.530. (2) The product is [OH:27][CH2:26][C@H:25]([NH:24][C:19](=[O:21])[C:18]1[CH:22]=[CH:23][C:15]([O:14][CH2:13][C:3]2[C:4]([C:7]3[CH:8]=[CH:9][CH:10]=[CH:11][CH:12]=3)=[N:5][O:6][C:2]=2[CH3:1])=[N:16][CH:17]=1)[CH2:28][CH3:29]. The reactants are [CH3:1][C:2]1[O:6][N:5]=[C:4]([C:7]2[CH:12]=[CH:11][CH:10]=[CH:9][CH:8]=2)[C:3]=1[CH2:13][O:14][C:15]1[CH:23]=[CH:22][C:18]([C:19]([OH:21])=O)=[CH:17][N:16]=1.[NH2:24][C@H:25]([CH2:28][CH3:29])[CH2:26][OH:27]. No catalyst specified. The yield is 0.850. (3) The reactants are [C:1]([C:5]1[S:9]/[C:8](=[N:10]\[C:11]([C:13]2[CH:31]=[C:30]([C:32]([F:35])([F:34])[F:33])[CH:29]=[CH:28][C:14]=2[O:15][CH2:16][C@H:17]2[CH2:20][CH2:19][N:18]2C(OC(C)(C)C)=O)=[O:12])/[N:7]([CH2:36][C@H:37]2[CH2:41][CH2:40][CH2:39][O:38]2)[CH:6]=1)([CH3:4])([CH3:3])[CH3:2].FC(F)(F)C(O)=O.C([O-])([O-])=O.[Na+].[Na+]. The product is [NH:18]1[CH2:19][CH2:20][C@@H:17]1[CH2:16][O:15][C:14]1[CH:28]=[CH:29][C:30]([C:32]([F:34])([F:33])[F:35])=[CH:31][C:13]=1[C:11](/[N:10]=[C:8]1\[S:9][C:5]([C:1]([CH3:2])([CH3:3])[CH3:4])=[CH:6][N:7]\1[CH2:36][C@H:37]1[CH2:41][CH2:40][CH2:39][O:38]1)=[O:12]. The yield is 0.840. The catalyst is C(Cl)Cl. (4) The product is [NH:15]1[CH2:18][CH:17]([C:19]([N:21]2[CH2:25][CH2:24][C@@H:23]([OH:26])[CH2:22]2)=[O:20])[CH2:16]1. The yield is 0.850. The catalyst is ClCCl. The reactants are FC(F)(F)C(O)=O.C(OC([N:15]1[CH2:18][CH:17]([C:19]([N:21]2[CH2:25][CH2:24][C@@H:23]([OH:26])[CH2:22]2)=[O:20])[CH2:16]1)=O)(C)(C)C. (5) The reactants are Br[C:2]1[CH:3]=[C:4]2[CH:10]=[CH:9][N:8]([C:11]3[N:15]([CH3:16])[N:14]=[C:13]([CH3:17])[C:12]=3[CH:18]=[O:19])[C:5]2=[N:6][CH:7]=1.[CH:20]1(B(O)O)[CH2:22][CH2:21]1.C(=O)([O-])[O-].[K+].[K+].C1(P(C2CCCCC2)C2C=CC=CC=2C2C(OC)=CC=CC=2OC)CCCCC1. The catalyst is C1C=CC(/C=C/C(/C=C/C2C=CC=CC=2)=O)=CC=1.C1C=CC(/C=C/C(/C=C/C2C=CC=CC=2)=O)=CC=1.C1C=CC(/C=C/C(/C=C/C2C=CC=CC=2)=O)=CC=1.[Pd].[Pd].O.C1(C)C=CC=CC=1. The product is [CH:20]1([C:2]2[CH:3]=[C:4]3[CH:10]=[CH:9][N:8]([C:11]4[N:15]([CH3:16])[N:14]=[C:13]([CH3:17])[C:12]=4[CH:18]=[O:19])[C:5]3=[N:6][CH:7]=2)[CH2:22][CH2:21]1. The yield is 0.990. (6) The reactants are [Cl:1][C:2]1[CH:10]=[C:9]2[C:5]([C:6]([CH:11]=[O:12])=[CH:7][NH:8]2)=[CH:4][C:3]=1[C:13]1[CH:18]=[CH:17][C:16]([CH:19]2[CH2:23][CH2:22][N:21]([C:24]([O:26][CH3:27])=[O:25])[CH2:20]2)=[CH:15][CH:14]=1.Cl([O-])=[O:29].[Na+].O.O.OP([O-])(O)=O.[Na+]. The catalyst is C(#N)C.C(O)(C)(C)C.O.CC(=CC)C. The product is [Cl:1][C:2]1[CH:10]=[C:9]2[C:5]([C:6]([C:11]([OH:29])=[O:12])=[CH:7][NH:8]2)=[CH:4][C:3]=1[C:13]1[CH:18]=[CH:17][C:16]([CH:19]2[CH2:23][CH2:22][N:21]([C:24]([O:26][CH3:27])=[O:25])[CH2:20]2)=[CH:15][CH:14]=1. The yield is 0.460. (7) The reactants are [C:1]1([N:7]([C:22]2[CH:27]=[CH:26][CH:25]=[CH:24][CH:23]=2)[N:8]=[CH:9][C:10]2[CH:15]=[CH:14][C:13]([N:16]([CH2:19][CH3:20])[CH2:17][CH3:18])=[CH:12][C:11]=2[OH:21])[CH:6]=[CH:5][CH:4]=[CH:3][CH:2]=1.[OH-].[K+].S([O-])([O-])(=O)=O.[Na+].[Na+].[CH2:37]([CH:39]1[O:41][CH2:40]1)Cl. The catalyst is C(OCC)C. The product is [C:1]1([N:7]([C:22]2[CH:27]=[CH:26][CH:25]=[CH:24][CH:23]=2)[N:8]=[CH:9][C:10]2[CH:15]=[CH:14][C:13]([N:16]([CH2:19][CH3:20])[CH2:17][CH3:18])=[CH:12][C:11]=2[O:21][CH:40]2[O:41][CH:39]2[CH3:37])[CH:2]=[CH:3][CH:4]=[CH:5][CH:6]=1. The yield is 0.776. (8) The reactants are [Cl:1][C:2]1[CH:3]=[C:4]2[C:8](=[CH:9][CH:10]=1)[NH:7][C:6]1[C@H:11]([CH2:15][CH:16]([CH3:18])[CH3:17])[NH:12][CH2:13][CH2:14][C:5]2=1.[OH:19]N1C2C=CC=CC=2N=N1.C(N=C=N[CH2:34][CH2:35][CH2:36][N:37]([CH3:39])C)C. The catalyst is CN(C)C=O.ClCCl.FC(F)(F)C(O)=O. The product is [NH:37]1[CH2:36][CH:35]([C:34]([N:12]2[CH2:13][CH2:14][C:5]3[C:4]4[C:8](=[CH:9][CH:10]=[C:2]([Cl:1])[CH:3]=4)[NH:7][C:6]=3[C@@H:11]2[CH2:15][CH:16]([CH3:18])[CH3:17])=[O:19])[CH2:39]1. The yield is 0.760. (9) The reactants are [C:1]([C:5]1[CH:29]=[CH:28][C:8]([C:9]([NH:11][C@H:12]([C:21]([O:23][C:24]([CH3:27])([CH3:26])[CH3:25])=[O:22])[CH2:13][C:14]2[CH:19]=[CH:18][C:17]([OH:20])=[CH:16][CH:15]=2)=[O:10])=[CH:7][CH:6]=1)([CH3:4])([CH3:3])[CH3:2].C1C=CC(N([S:37]([C:40]([F:43])([F:42])[F:41])(=[O:39])=[O:38])[S:37]([C:40]([F:43])([F:42])[F:41])(=[O:39])=[O:38])=CC=1. The catalyst is C(Cl)Cl.CCN(C(C)C)C(C)C. The product is [C:1]([C:5]1[CH:29]=[CH:28][C:8]([C:9]([NH:11][C@@H:12]([CH2:13][C:14]2[CH:15]=[CH:16][C:17]([O:20][S:37]([C:40]([F:43])([F:42])[F:41])(=[O:39])=[O:38])=[CH:18][CH:19]=2)[C:21]([O:23][C:24]([CH3:27])([CH3:26])[CH3:25])=[O:22])=[O:10])=[CH:7][CH:6]=1)([CH3:4])([CH3:2])[CH3:3]. The yield is 1.00.